From a dataset of Reaction yield outcomes from USPTO patents with 853,638 reactions. Predict the reaction yield, written as a fraction of the theoretical maximum amount of product (1.0 means a 100% yield; for example, 0.34 means a 34% yield). (1) The reactants are Br[C:2]1[CH:3]=[C:4]([NH:10][C:11]2[CH:16]=[CH:15][C:14]([C:17]3[CH2:18][CH2:19][N:20]([CH:23]4[CH2:26][O:25][CH2:24]4)[CH2:21][CH:22]=3)=[CH:13][N:12]=2)[C:5](=[O:9])[N:6]([CH3:8])[CH:7]=1.[C:27]([O:30][CH2:31][C:32]1[C:33]([N:47]2[CH2:59][CH2:58][N:50]3[C:51]4[CH2:52][CH2:53][CH2:54][CH2:55][C:56]=4[CH:57]=[C:49]3[C:48]2=[O:60])=[N:34][CH:35]=[CH:36][C:37]=1B1OC(C)(C)C(C)(C)O1)(=[O:29])[CH3:28].[O-]P([O-])([O-])=O.[K+].[K+].[K+].C([O-])(=O)C.[Na+]. The catalyst is C1C=CC(P(C2C=CC=CC=2)[C-]2C=CC=C2)=CC=1.C1C=CC(P(C2C=CC=CC=2)[C-]2C=CC=C2)=CC=1.Cl[Pd]Cl.[Fe+2].O.C(#N)C. The product is [C:27]([O:30][CH2:31][C:32]1[C:33]([N:47]2[CH2:59][CH2:58][N:50]3[C:51]4[CH2:52][CH2:53][CH2:54][CH2:55][C:56]=4[CH:57]=[C:49]3[C:48]2=[O:60])=[N:34][CH:35]=[CH:36][C:37]=1[C:2]1[CH:3]=[C:4]([NH:10][C:11]2[CH:16]=[CH:15][C:14]([C:17]3[CH2:18][CH2:19][N:20]([CH:23]4[CH2:26][O:25][CH2:24]4)[CH2:21][CH:22]=3)=[CH:13][N:12]=2)[C:5](=[O:9])[N:6]([CH3:8])[CH:7]=1)(=[O:29])[CH3:28]. The yield is 0.680. (2) The reactants are Cl[C:2]1[N:7]=[C:6]([NH:8][CH:9]2[CH2:17][CH:16]3[N:12]([CH2:13][CH2:14][CH2:15]3)[CH2:11][CH2:10]2)[C:5]([F:18])=[CH:4][N:3]=1.[NH2:19][C:20]1[C:21]([F:36])=[CH:22][C:23]([CH:33]2[CH2:35][CH2:34]2)=[C:24]([N:26]2[C:30](=[O:31])[N:29]([CH3:32])[N:28]=[N:27]2)[CH:25]=1.O.C1(C)C=CC(S(O)(=O)=O)=CC=1. The catalyst is C(O)(C)C. The product is [F:18][C:5]1[C:6]([NH:8][CH:9]2[CH2:17][CH:16]3[N:12]([CH2:13][CH2:14][CH2:15]3)[CH2:11][CH2:10]2)=[N:7][C:2]([NH:19][C:20]2[C:21]([F:36])=[CH:22][C:23]([CH:33]3[CH2:35][CH2:34]3)=[C:24]([N:26]3[C:30](=[O:31])[N:29]([CH3:32])[N:28]=[N:27]3)[CH:25]=2)=[N:3][CH:4]=1. The yield is 0.470. (3) The reactants are [N:1]([C:4]1[CH:5]=[N:6][CH:7]=[CH:8][C:9]=1[N:10]1[CH2:15][CH2:14][CH2:13][C@H:12]([NH:16][C:17](=[O:23])[O:18][C:19]([CH3:22])([CH3:21])[CH3:20])[CH2:11]1)=[C:2]=S.[Cl:24][C:25]1[N:26]=[N:27][C:28]([NH:31][NH2:32])=[CH:29][CH:30]=1.C1CCC(N=C=NC2CCCCC2)CC1. The catalyst is C(#N)C.O. The product is [Cl:24][C:25]1[CH:30]=[CH:29][C:28]2[N:27]([C:2]([NH:1][C:4]3[CH:5]=[N:6][CH:7]=[CH:8][C:9]=3[N:10]3[CH2:15][CH2:14][CH2:13][C@H:12]([NH:16][C:17](=[O:23])[O:18][C:19]([CH3:22])([CH3:21])[CH3:20])[CH2:11]3)=[N:32][N:31]=2)[N:26]=1. The yield is 0.980. (4) The product is [OH:18][CH:19]1[CH2:23][CH2:22][N:21]([C:24]2[CH:29]=[CH:28][CH:27]=[CH:26][C:25]=2[S:30]([NH:33][C:34]2[S:35][CH:36]=[CH:37][N:38]=2)(=[O:31])=[O:32])[C:20]1=[O:39]. The yield is 0.760. The reactants are [Si]([O:18][CH:19]1[CH2:23][CH2:22][N:21]([C:24]2[CH:29]=[CH:28][CH:27]=[CH:26][C:25]=2[S:30]([NH:33][C:34]2[S:35][CH:36]=[CH:37][N:38]=2)(=[O:32])=[O:31])[C:20]1=[O:39])(C(C)(C)C)(C1C=CC=CC=1)C1C=CC=CC=1.[F-].C([N+](CCCC)(CCCC)CCCC)CCC.O. The catalyst is C1COCC1. (5) The reactants are Cl[C:2](Cl)(Cl)[C:3](=N)[O:4][CH2:5][C:6]1[CH:11]=[C:10]([F:12])[C:9]([Br:13])=[CH:8][C:7]=1[Cl:14].[C:18]12(O)[CH2:27]C3C[CH:24]([CH2:26][CH:20]([CH2:21]3)[CH2:19]1)[CH2:25]2.FC(F)(F)S(O)(=O)=O. The catalyst is C(Cl)Cl.C1CCCCC1. The product is [Br:13][C:9]1[C:10]([F:12])=[CH:11][C:6]([CH2:5][O:4][C:3]23[CH2:27][CH:18]4[CH2:19][CH:20]([CH2:26][CH:24]([CH2:25]4)[CH2:2]2)[CH2:21]3)=[C:7]([Cl:14])[CH:8]=1. The yield is 0.430. (6) The yield is 0.440. The catalyst is CN(C)C1C=CN=CC=1.C(Cl)Cl. The reactants are [CH3:1][O:2][C:3](=[O:20])[CH2:4][NH:5][CH2:6][C:7]1[CH:8]=[C:9]([CH:14]=[CH:15][C:16]=1[N+:17]([O-:19])=[O:18])[C:10]([O:12][CH3:13])=[O:11].[C:21](O[C:21]([O:23][C:24]([CH3:27])([CH3:26])[CH3:25])=[O:22])([O:23][C:24]([CH3:27])([CH3:26])[CH3:25])=[O:22]. The product is [C:24]([O:23][C:21]([N:5]([CH2:6][C:7]1[CH:8]=[C:9]([CH:14]=[CH:15][C:16]=1[N+:17]([O-:19])=[O:18])[C:10]([O:12][CH3:13])=[O:11])[CH2:4][C:3]([O:2][CH3:1])=[O:20])=[O:22])([CH3:27])([CH3:26])[CH3:25].